From a dataset of Full USPTO retrosynthesis dataset with 1.9M reactions from patents (1976-2016). Predict the reactants needed to synthesize the given product. (1) Given the product [C:15]1([CH3:42])[CH:20]=[CH:19][C:18]([C:21]([C@@:23]([C:39]([OH:41])=[O:40])([OH:38])[C@@:24]([C:29]([C:31]2[CH:32]=[CH:33][C:34]([CH3:37])=[CH:35][CH:36]=2)=[O:30])([OH:28])[C:25]([OH:27])=[O:26])=[O:22])=[CH:17][CH:16]=1.[NH2:1][C@H:2]1[C:8]2[CH:9]=[CH:10][CH:11]=[CH:12][C:7]=2[CH2:6][CH2:5][N:4]([CH3:13])[C:3]1=[O:14], predict the reactants needed to synthesize it. The reactants are: [NH2:1][CH:2]1[C:8]2[CH:9]=[CH:10][CH:11]=[CH:12][C:7]=2[CH2:6][CH2:5][N:4]([CH3:13])[C:3]1=[O:14].[C:15]1([CH3:42])[CH:20]=[CH:19][C:18]([C:21]([C@@:23]([C:39]([OH:41])=[O:40])([OH:38])[C@@:24]([C:29]([C:31]2[CH:36]=[CH:35][C:34]([CH3:37])=[CH:33][CH:32]=2)=[O:30])([OH:28])[C:25]([OH:27])=[O:26])=[O:22])=[CH:17][CH:16]=1. (2) Given the product [CH2:4]([O:11][C:12]1[CH:20]=[CH:19][C:15]([C:16]([O:18][CH2:1][CH3:2])=[O:17])=[C:14]([CH2:21][CH3:22])[CH:13]=1)[C:5]1[CH:6]=[CH:7][CH:8]=[CH:9][CH:10]=1, predict the reactants needed to synthesize it. The reactants are: [CH2:1](I)[CH3:2].[CH2:4]([O:11][C:12]1[CH:20]=[CH:19][C:15]([C:16]([OH:18])=[O:17])=[C:14]([CH2:21][CH3:22])[CH:13]=1)[C:5]1[CH:10]=[CH:9][CH:8]=[CH:7][CH:6]=1.C(=O)([O-])[O-].[K+].[K+].O. (3) Given the product [Cl:1][C:2]1[CH:3]=[C:4]([CH2:14][Cl:18])[C:5]2[O:9][C:8]([CH:10]3[CH2:12][CH2:11]3)=[CH:7][C:6]=2[CH:13]=1, predict the reactants needed to synthesize it. The reactants are: [Cl:1][C:2]1[CH:3]=[C:4]([CH2:14]O)[C:5]2[O:9][C:8]([CH:10]3[CH2:12][CH2:11]3)=[CH:7][C:6]=2[CH:13]=1.O=S(Cl)[Cl:18].